From a dataset of Catalyst prediction with 721,799 reactions and 888 catalyst types from USPTO. Predict which catalyst facilitates the given reaction. (1) Reactant: Cl.C(OC([N:9]1[C@H:14]([CH2:15][NH:16][C:17]2[N:22]=[CH:21][C:20]([Br:23])=[CH:19][N:18]=2)[CH2:13][C@H:12]2[C@@H:10]1[CH2:11]2)=O)(C)(C)C. Product: [C@H:10]12[CH2:11][C@H:12]1[CH2:13][C@@H:14]([CH2:15][NH:16][C:17]1[N:22]=[CH:21][C:20]([Br:23])=[CH:19][N:18]=1)[NH:9]2. The catalyst class is: 12. (2) Reactant: [C:1]([O:5][C:6]([N:8]1[CH2:11][CH:10]([C:12](=[O:17])N(OC)C)[CH2:9]1)=[O:7])([CH3:4])([CH3:3])[CH3:2].[CH3:18][Mg]Br. Product: [C:1]([O:5][C:6]([N:8]1[CH2:9][CH:10]([C:12](=[O:17])[CH3:18])[CH2:11]1)=[O:7])([CH3:2])([CH3:3])[CH3:4]. The catalyst class is: 1. (3) Reactant: [Cl:1][C:2]1[CH:7]=[C:6]([C:8]2[CH:13]=[CH:12][CH:11]=[CH:10][CH:9]=2)[N:5]=[C:4]([C:14]#[CH:15])[C:3]=1[NH2:16].O. Product: [Cl:1][C:2]1[CH:7]=[C:6]([C:8]2[CH:13]=[CH:12][CH:11]=[CH:10][CH:9]=2)[N:5]=[C:4]2[CH:14]=[CH:15][NH:16][C:3]=12. The catalyst class is: 122. (4) Reactant: [CH3:1][C:2]([SH:5])([CH3:4])[CH3:3].C[Si]([N-][Si](C)(C)C)(C)C.[Li+].CC1C=CC(S([O-])(=O)=O)=CC=1.[CH2:27]([C@@:30]1([CH3:56])[CH2:35][C@H:34]([C:36]2[CH:41]=[CH:40][CH:39]=[C:38]([Cl:42])[CH:37]=2)[C@@H:33]([C:43]2[CH:48]=[CH:47][C:46]([Cl:49])=[CH:45][CH:44]=2)[N+:32]2[C@@H:50]([CH:53]3[CH2:55][CH2:54]3)[CH2:51][O:52][C:31]1=2)[CH:28]=[CH2:29]. Product: [CH2:27]([C@@:30]1([CH3:56])[CH2:35][C@H:34]([C:36]2[CH:41]=[CH:40][CH:39]=[C:38]([Cl:42])[CH:37]=2)[C@@H:33]([C:43]2[CH:48]=[CH:47][C:46]([Cl:49])=[CH:45][CH:44]=2)[N:32]([C@@H:50]([CH:53]2[CH2:55][CH2:54]2)[CH2:51][S:5][C:2]([CH3:4])([CH3:3])[CH3:1])[C:31]1=[O:52])[CH:28]=[CH2:29]. The catalyst class is: 30. (5) Reactant: [CH3:1][C:2]1[CH:11]=[C:10]2[C:5]([CH2:6][CH2:7][CH2:8][NH:9]2)=[CH:4][CH:3]=1.C(=O)([O-])[O-].[K+].[K+].[CH:18](I)([CH3:20])[CH3:19]. Product: [CH:18]([N:9]1[C:10]2[C:5](=[CH:4][CH:3]=[C:2]([CH3:1])[CH:11]=2)[CH2:6][CH2:7][CH2:8]1)([CH3:20])[CH3:19]. The catalyst class is: 9. (6) Reactant: C(OC(=O)[NH:7][CH2:8][C:9]1[CH:14]=[CH:13][CH:12]=[C:11]([CH2:15][NH:16][C:17]2[N:22]=[C:21]([NH:23][CH2:24][CH:25]3[CH2:30][CH2:29][CH:28]([N:31]4[CH2:35][CH2:34][CH2:33][CH2:32]4)[CH2:27][CH2:26]3)[C:20]([N+:36]([O-:38])=[O:37])=[CH:19][N:18]=2)[CH:10]=1)(C)(C)C.C(O)(C(F)(F)F)=O. Product: [NH2:7][CH2:8][C:9]1[CH:10]=[C:11]([CH:12]=[CH:13][CH:14]=1)[CH2:15][NH:16][C:17]1[N:22]=[C:21]([NH:23][CH2:24][C@H:25]2[CH2:26][CH2:27][C@H:28]([N:31]3[CH2:35][CH2:34][CH2:33][CH2:32]3)[CH2:29][CH2:30]2)[C:20]([N+:36]([O-:38])=[O:37])=[CH:19][N:18]=1. The catalyst class is: 2. (7) Reactant: [H-].[Na+].[F:3][C:4]1[CH:14]=[CH:13][C:7]([CH2:8][NH:9][C:10](=[O:12])[CH3:11])=[CH:6][CH:5]=1.[CH3:15]I.O. Product: [F:3][C:4]1[CH:5]=[CH:6][C:7]([CH2:8][N:9]([CH3:15])[C:10](=[O:12])[CH3:11])=[CH:13][CH:14]=1. The catalyst class is: 595. (8) Reactant: [F:1][C:2]([F:9])([F:8])[C:3]([O:5]CC)=O.C[O-].[Na+].[Cl:13][C:14]1[CH:19]=[CH:18][C:17]([C:20](=[O:22])[CH3:21])=[CH:16][CH:15]=1.Cl. Product: [F:9][C:2]([F:1])([F:8])[C:3](=[O:5])[CH2:21][C:20]([C:17]1[CH:18]=[CH:19][C:14]([Cl:13])=[CH:15][CH:16]=1)=[O:22]. The catalyst class is: 282.